From a dataset of Forward reaction prediction with 1.9M reactions from USPTO patents (1976-2016). Predict the product of the given reaction. (1) Given the reactants CS(Cl)(=O)=O.[CH2:6]([O:8][CH2:9][C@H:10]([NH:13][C:14](=[O:20])[O:15][C:16]([CH3:19])([CH3:18])[CH3:17])[CH2:11]O)[CH3:7].CCN(CC)CC.[N-:28]=[N+:29]=[N-:30].[Na+], predict the reaction product. The product is: [N:28]([CH2:11][C@@H:10]([NH:13][C:14](=[O:20])[O:15][C:16]([CH3:19])([CH3:18])[CH3:17])[CH2:9][O:8][CH2:6][CH3:7])=[N+:29]=[N-:30]. (2) Given the reactants CCN(C(C)C)C(C)C.[F:10][C:11]1[CH:18]=[CH:17][C:14]([CH2:15]Br)=[CH:13][CH:12]=1.[NH:19]1[CH2:24][CH:23]=[C:22]([C:25]2[CH:26]=[CH:27][C:28]([CH2:31][C@@H:32]([C:44]([O:46]C)=[O:45])[NH:33][C:34](=[O:43])[C:35]3[C:40]([Cl:41])=[CH:39][CH:38]=[CH:37][C:36]=3[Cl:42])=[N:29][CH:30]=2)[CH2:21][CH2:20]1.[Li+].[OH-], predict the reaction product. The product is: [Cl:42][C:36]1[CH:37]=[CH:38][CH:39]=[C:40]([Cl:41])[C:35]=1[C:34]([NH:33][C@H:32]([C:44]([OH:46])=[O:45])[CH2:31][C:28]1[N:29]=[CH:30][C:25]([C:22]2[CH2:23][CH2:24][N:19]([CH2:15][C:14]3[CH:17]=[CH:18][C:11]([F:10])=[CH:12][CH:13]=3)[CH2:20][CH:21]=2)=[CH:26][CH:27]=1)=[O:43]. (3) Given the reactants Br[C:2]1[CH:7]=[C:6]([CH3:8])[C:5]([CH:9]([C:18]2[CH:23]=[C:22]([F:24])[CH:21]=[CH:20][C:19]=2[F:25])[S:10][C:11]2[CH:16]=[CH:15][C:14]([F:17])=[CH:13][CH:12]=2)=[CH:4][N:3]=1.CCCCCC.C([Li])CCC.[C:37](=[O:39])=[O:38], predict the reaction product. The product is: [F:25][C:19]1[CH:20]=[CH:21][C:22]([F:24])=[CH:23][C:18]=1[CH:9]([S:10][C:11]1[CH:16]=[CH:15][C:14]([F:17])=[CH:13][CH:12]=1)[C:5]1[C:6]([CH3:8])=[CH:7][C:2]([C:37]([OH:39])=[O:38])=[N:3][CH:4]=1. (4) Given the reactants [NH2:1][C:2]1[CH:7]=[CH:6][C:5]([C:8]2[C:16]3[C:11](=[N:12][CH:13]=[N:14][C:15]=3[NH2:17])[N:10]([C@@H:18]3[CH2:22][CH2:21][O:20][CH2:19]3)[N:9]=2)=[CH:4][CH:3]=1.[F:23][C:24]([F:35])([F:34])[C:25]1[CH:26]=[C:27]([CH:31]=[CH:32][CH:33]=1)[C:28](Cl)=[O:29], predict the reaction product. The product is: [NH2:17][C:15]1[N:14]=[CH:13][N:12]=[C:11]2[N:10]([C@@H:18]3[CH2:22][CH2:21][O:20][CH2:19]3)[N:9]=[C:8]([C:5]3[CH:6]=[CH:7][C:2]([NH:1][C:28](=[O:29])[C:27]4[CH:31]=[CH:32][CH:33]=[C:25]([C:24]([F:23])([F:34])[F:35])[CH:26]=4)=[CH:3][CH:4]=3)[C:16]=12. (5) The product is: [CH3:28][O:29][CH:30]([O:34][CH3:35])[CH2:31][CH2:32][N:6]1[C:5]2[C:10](=[CH:11][CH:12]=[C:3]([O:2][CH3:1])[CH:4]=2)[N:9]([C:13]([O:15][CH2:16][C:17]2[CH:18]=[CH:19][CH:20]=[CH:21][CH:22]=2)=[O:14])[CH2:8][C:7]1=[O:23]. Given the reactants [CH3:1][O:2][C:3]1[CH:4]=[C:5]2[C:10](=[CH:11][CH:12]=1)[N:9]([C:13]([O:15][CH2:16][C:17]1[CH:22]=[CH:21][CH:20]=[CH:19][CH:18]=1)=[O:14])[CH2:8][C:7](=[O:23])[NH:6]2.[Br-].[Li+].[H-].[Na+].[CH3:28][O:29][CH:30]([O:34][CH3:35])[CH2:31][CH2:32]Br, predict the reaction product. (6) Given the reactants C(O)(C(F)(F)F)=O.[NH2:8][C:9](=[O:46])[CH2:10][C:11]1[CH:45]=[CH:44][CH:43]=[CH:42][C:12]=1[CH2:13][CH2:14][C:15]1[C:20]([CH3:21])=[CH:19][N:18]=[C:17]([NH:22][C:23]2[CH:24]=[CH:25][C:26]([CH:29]3[CH2:34][CH2:33][N:32](C(OC(C)(C)C)=O)[CH2:31][CH2:30]3)=[N:27][CH:28]=2)[N:16]=1, predict the reaction product. The product is: [CH3:21][C:20]1[C:15]([CH2:14][CH2:13][C:12]2[CH:42]=[CH:43][CH:44]=[CH:45][C:11]=2[CH2:10][C:9]([NH2:8])=[O:46])=[N:16][C:17]([NH:22][C:23]2[CH:28]=[N:27][C:26]([CH:29]3[CH2:34][CH2:33][NH:32][CH2:31][CH2:30]3)=[CH:25][CH:24]=2)=[N:18][CH:19]=1.